This data is from Peptide-MHC class I binding affinity with 185,985 pairs from IEDB/IMGT. The task is: Regression. Given a peptide amino acid sequence and an MHC pseudo amino acid sequence, predict their binding affinity value. This is MHC class I binding data. (1) The peptide sequence is LIRLLTWLF. The MHC is Mamu-B3901 with pseudo-sequence Mamu-B3901. The binding affinity (normalized) is 0.174. (2) The peptide sequence is KLNVGDYFV. The MHC is HLA-A02:06 with pseudo-sequence HLA-A02:06. The binding affinity (normalized) is 0.669. (3) The peptide sequence is FLEQQNKIL. The MHC is HLA-A02:06 with pseudo-sequence HLA-A02:06. The binding affinity (normalized) is 0.130. (4) The peptide sequence is DISDVKVLAA. The binding affinity (normalized) is 0.289. The MHC is HLA-A02:03 with pseudo-sequence HLA-A02:03.